Predict the product of the given reaction. From a dataset of Forward reaction prediction with 1.9M reactions from USPTO patents (1976-2016). (1) Given the reactants [C:1]([CH:8]([NH2:12])[CH2:9][CH2:10][NH2:11])([O:3][C:4]([CH3:7])(C)C)=[O:2].C(ON1C(=O)CCC1=O)(OCC1[C:29]2[C:24](=[CH:25][CH:26]=[CH:27][CH:28]=2)[C:23]2[C:18]1=[CH:19][CH:20]=[CH:21][CH:22]=2)=O.CCN(C(C)C)C(C)C.[ClH:47], predict the reaction product. The product is: [ClH:47].[C:1]([CH:8]([NH2:12])[CH2:9][CH2:10][NH2:11])([O:3][CH2:4][CH:7]1[C:22]2[C:23](=[CH:18][CH:19]=[CH:20][CH:21]=2)[C:24]2[C:29]1=[CH:28][CH:27]=[CH:26][CH:25]=2)=[O:2]. (2) Given the reactants [N:1]([CH2:4][C@H:5]([CH:29]1[CH2:31][CH2:30]1)[C@H:6]([C@H:15]1[CH2:19][O:18]C(C)(C)[N:16]1[C:22]([O:24][C:25]([CH3:28])([CH3:27])[CH3:26])=[O:23])[O:7][Si:8]([C:11]([CH3:14])([CH3:13])[CH3:12])([CH3:10])[CH3:9])=[N+:2]=[N-:3].C(O)(C(F)(F)F)=O.CCN(C(C)C)C(C)C.CC(OC(OC(OC(C)(C)C)=O)=O)(C)C, predict the reaction product. The product is: [N:1]([CH2:4][C@H:5]([CH:29]1[CH2:30][CH2:31]1)[C@@H:6]([O:7][Si:8]([C:11]([CH3:14])([CH3:13])[CH3:12])([CH3:10])[CH3:9])[C@H:15]([NH:16][C:22](=[O:23])[O:24][C:25]([CH3:28])([CH3:26])[CH3:27])[CH2:19][OH:18])=[N+:2]=[N-:3]. (3) Given the reactants [F:1][C:2]1([F:13])[O:6][C:5]2[CH:7]=[CH:8][C:9]([CH:11]=[O:12])=[CH:10][C:4]=2[O:3]1.O, predict the reaction product. The product is: [F:13][C:2]1([F:1])[O:6][C:5]2[CH:7]=[CH:8][C:9]([CH2:11][OH:12])=[CH:10][C:4]=2[O:3]1. (4) Given the reactants [CH3:1][O:2][C:3]([C:5]1[C:13]([Cl:14])=[C:12]2[C:8]([C:9]([CH:16]3[CH2:21][CH2:20][CH2:19][CH2:18][CH2:17]3)=[C:10](Br)[NH:11]2)=[CH:7][CH:6]=1)=[O:4].[Li+].[Cl-].C([O-])([O-])=O.[Na+].[Na+].[CH3:30][O:31][C:32]1[CH:37]=[CH:36][C:35](B(O)O)=[CH:34][CH:33]=1, predict the reaction product. The product is: [CH3:1][O:2][C:3]([C:5]1[C:13]([Cl:14])=[C:12]2[C:8]([C:9]([CH:16]3[CH2:21][CH2:20][CH2:19][CH2:18][CH2:17]3)=[C:10]([C:35]3[CH:36]=[CH:37][C:32]([O:31][CH3:30])=[CH:33][CH:34]=3)[NH:11]2)=[CH:7][CH:6]=1)=[O:4]. (5) The product is: [CH:18]([C:7]1[CH:6]=[C:5]2[C:10](=[CH:9][CH:8]=1)[O:1][CH:2]([C:11]([OH:13])=[O:12])[CH2:3][CH2:4]2)=[O:19]. Given the reactants [O:1]1[C:10]2[C:5](=[CH:6][CH:7]=[CH:8][CH:9]=2)[CH2:4][CH2:3][CH:2]1[C:11]([OH:13])=[O:12].[Cl-].[Al+3].[Cl-].[Cl-].[CH3:18][O:19]C(Cl)Cl.Cl, predict the reaction product. (6) The product is: [NH2:24][C@H:20]([C:21]([OH:23])=[O:22])[CH2:19][CH2:18][CH2:17][CH2:16][NH2:14]. Given the reactants N1CCNCC1.CC(OC([N:14]([CH2:16][CH2:17][CH2:18][CH2:19][C@H:20]([NH:24]C(OCC1C2C(=CC=CC=2)C2C1=CC=CC=2)=O)[C:21]([OH:23])=[O:22])C)=O)(C)C, predict the reaction product. (7) Given the reactants [NH2:1][C:2]1[CH:7]=[CH:6][CH:5]=[CH:4][C:3]=1[OH:8].C(=O)(O)[O-].[Na+].C(#N)C.[Cl:17][CH2:18][C:19](Cl)=[O:20], predict the reaction product. The product is: [Cl:17][CH2:18][C:19]([NH:1][C:2]1[CH:7]=[CH:6][CH:5]=[CH:4][C:3]=1[OH:8])=[O:20]. (8) Given the reactants [N+:1]([C:4]1[CH:12]=[C:11]2[C:7]([CH:8]=[N:9][NH:10]2)=[CH:6][CH:5]=1)([O-:3])=[O:2].CS(O[CH2:18][CH2:19][CH2:20][O:21][CH3:22])(=O)=O.C([O-])([O-])=O.[K+].[K+].O, predict the reaction product. The product is: [CH3:22][O:21][CH2:20][CH2:19][CH2:18][N:10]1[C:11]2[C:7](=[CH:6][CH:5]=[C:4]([N+:1]([O-:3])=[O:2])[CH:12]=2)[CH:8]=[N:9]1.